This data is from Full USPTO retrosynthesis dataset with 1.9M reactions from patents (1976-2016). The task is: Predict the reactants needed to synthesize the given product. (1) Given the product [OH:18][CH2:2][C:3]1[CH:16]=[CH:15][C:6]([C:7]([C:9]2[CH:14]=[CH:13][CH:12]=[CH:11][CH:10]=2)=[O:8])=[CH:5][CH:4]=1, predict the reactants needed to synthesize it. The reactants are: Br[CH2:2][C:3]1[CH:16]=[CH:15][C:6]([C:7]([C:9]2[CH:14]=[CH:13][CH:12]=[CH:11][CH:10]=2)=[O:8])=[CH:5][CH:4]=1.C(=O)([O-])[O-:18].[Ca+2]. (2) Given the product [F:17][C:12]1[CH:13]=[CH:14][CH:15]=[CH:16][C:11]=1[CH:9]1[CH2:10][CH:8]1[C:6]([OH:7])=[O:5], predict the reactants needed to synthesize it. The reactants are: C([O:5][C:6]([C@@H:8]1[CH2:10][C@H:9]1[C:11]1[CH:16]=[CH:15][CH:14]=[CH:13][C:12]=1[F:17])=[O:7])(C)(C)C.FC(F)(F)C(O)=O. (3) Given the product [CH2:1]([NH:8][C:9]([C:11]1[S:15][C:14]([N:16]2[CH:20]=[C:19]([C:21]([OH:23])=[O:22])[N:18]=[N:17]2)=[N:13][C:12]=1[CH3:26])=[O:10])[C:2]1[CH:3]=[CH:4][CH:5]=[CH:6][CH:7]=1, predict the reactants needed to synthesize it. The reactants are: [CH2:1]([NH:8][C:9]([C:11]1[S:15][C:14]([N:16]2[CH:20]=[C:19]([C:21]([O:23]CC)=[O:22])[N:18]=[N:17]2)=[N:13][C:12]=1[CH3:26])=[O:10])[C:2]1[CH:7]=[CH:6][CH:5]=[CH:4][CH:3]=1.O1CCCC1.[OH-].[Li+].Cl. (4) Given the product [C:1](/[CH:3]=[CH:4]/[S:5]([C:8]1[CH:9]=[CH:10][C:11]([C:14]([CH3:19])([CH3:18])[C:15]([NH:20][C:21]2[CH:26]=[CH:25][CH:24]=[CH:23][CH:22]=2)=[O:17])=[CH:12][CH:13]=1)(=[O:6])=[O:7])#[N:2], predict the reactants needed to synthesize it. The reactants are: [C:1](/[CH:3]=[CH:4]/[S:5]([C:8]1[CH:13]=[CH:12][C:11]([C:14]([CH3:19])([CH3:18])[C:15]([OH:17])=O)=[CH:10][CH:9]=1)(=[O:7])=[O:6])#[N:2].[NH2:20][C:21]1[CH:26]=[CH:25][CH:24]=[CH:23][CH:22]=1.Cl.CN(C)CCCN=C=NCC.ON1C2C=CC=CC=2N=N1.C(=O)(O)[O-].[Na+]. (5) Given the product [Cl:18][C:10]1[C:9]2[C:4](=[C:5]([N+:13]([O-:15])=[O:14])[CH:6]=[CH:7][CH:8]=2)[N:3]=[C:2]([CH3:1])[N:11]=1, predict the reactants needed to synthesize it. The reactants are: [CH3:1][C:2]1[NH:11][C:10](=O)[C:9]2[C:4](=[C:5]([N+:13]([O-:15])=[O:14])[CH:6]=[CH:7][CH:8]=2)[N:3]=1.O=P(Cl)(Cl)[Cl:18]. (6) Given the product [C:22]([C:12]1[C@@H:13]([C:14]2[CH:19]=[CH:18][C:17]([C:20]#[N:21])=[CH:16][CH:15]=2)[N:8]([CH2:7][C:6]([OH:36])=[O:5])[C:9](=[O:35])[N:10]([C:25]2[CH:30]=[CH:29][CH:28]=[C:27]([C:31]([F:34])([F:33])[F:32])[CH:26]=2)[C:11]=1[CH3:24])#[N:23], predict the reactants needed to synthesize it. The reactants are: C([O:5][C:6](=[O:36])[CH2:7][N:8]1[C@H:13]([C:14]2[CH:19]=[CH:18][C:17]([C:20]#[N:21])=[CH:16][CH:15]=2)[C:12]([C:22]#[N:23])=[C:11]([CH3:24])[N:10]([C:25]2[CH:30]=[CH:29][CH:28]=[C:27]([C:31]([F:34])([F:33])[F:32])[CH:26]=2)[C:9]1=[O:35])(C)(C)C.FC(F)(F)C(O)=O. (7) Given the product [NH:7]1[C:3]2[C:2](=[N:1][CH:6]=[CH:5][CH:4]=2)[N:8]=[C:13]1[CH2:14][CH:15]1[CH2:16][CH2:17][N:18]([C:21]([O:23][CH2:24][CH3:25])=[O:22])[CH2:19][CH2:20]1, predict the reactants needed to synthesize it. The reactants are: [N:1]1[CH:6]=[CH:5][CH:4]=[C:3]([NH2:7])[C:2]=1[NH2:8].Cl.C(O[C:13](=N)[CH2:14][CH:15]1[CH2:20][CH2:19][N:18]([C:21]([O:23][CH2:24][CH3:25])=[O:22])[CH2:17][CH2:16]1)C. (8) Given the product [NH2:16][C:17]1[C:26]2[C:21](=[CH:22][C:23]([N:4]3[C:5]4[CH2:6][C:7]([CH3:13])([CH3:12])[CH2:8][C:9](=[O:11])[C:10]=4[C:2]([CH3:1])=[CH:3]3)=[CH:24][CH:25]=2)[C:20]([C:28](=[N:30][OH:31])[CH3:29])=[CH:19][N:18]=1, predict the reactants needed to synthesize it. The reactants are: [CH3:1][C:2]1[C:10]2[C:9](=[O:11])[CH2:8][C:7]([CH3:13])([CH3:12])[CH2:6][C:5]=2[NH:4][CH:3]=1.[H-].[Na+].[NH2:16][C:17]1[C:26]2[C:21](=[CH:22][C:23](F)=[CH:24][CH:25]=2)[C:20]([C:28](=[N:30][OH:31])[CH3:29])=[CH:19][N:18]=1.[NH4+].[Cl-]. (9) Given the product [CH3:13][NH:14][C:15]1[O:16][CH:8]=[C:7]([C:6]2[CH:11]=[CH:12][C:3]([C:1]#[N:2])=[CH:4][CH:5]=2)[N:17]=1, predict the reactants needed to synthesize it. The reactants are: [C:1]([C:3]1[CH:12]=[CH:11][C:6]([C:7](=O)[CH2:8]Br)=[CH:5][CH:4]=1)#[N:2].[CH3:13][NH:14][C:15]([NH2:17])=[O:16].